Regression/Classification. Given a drug SMILES string, predict its toxicity properties. Task type varies by dataset: regression for continuous values (e.g., LD50, hERG inhibition percentage) or binary classification for toxic/non-toxic outcomes (e.g., AMES mutagenicity, cardiotoxicity, hepatotoxicity). Dataset: herg_karim. From a dataset of hERG potassium channel inhibition data for cardiac toxicity prediction from Karim et al.. (1) The compound is CC(C)OC[C@H](Oc1ncnc2c1cnn2-c1ncccc1Cl)C(=O)Nc1ccc(F)cn1. The result is 0 (non-blocker). (2) The compound is CSc1ccccc1C(=O)N(C1CCCCC1)C1CCNC1. The result is 1 (blocker). (3) The drug is CCCCCCCN(CC)CCCCc1ccc([N+](=O)[O-])cc1. The result is 1 (blocker).